Predict the reactants needed to synthesize the given product. From a dataset of Full USPTO retrosynthesis dataset with 1.9M reactions from patents (1976-2016). (1) Given the product [CH3:11][N:12]1[CH2:17][CH2:16][N:15]([C:2]2[CH:7]=[CH:6][N:5]=[CH:4][C:3]=2[N+:8]([O-:10])=[O:9])[CH2:14][CH2:13]1, predict the reactants needed to synthesize it. The reactants are: Cl[C:2]1[CH:7]=[CH:6][N:5]=[CH:4][C:3]=1[N+:8]([O-:10])=[O:9].[CH3:11][N:12]1[CH2:17][CH2:16][NH:15][CH2:14][CH2:13]1.CCN(C(C)C)C(C)C.C([O-])(O)=O.[Na+]. (2) Given the product [CH3:1][Si:2]([CH3:6])([CH3:5])[CH2:3][Cl:4].[CH3:1][Si:2]([CH2:3][SiH:9]([CH3:11])[CH3:8])([CH3:6])[CH3:5], predict the reactants needed to synthesize it. The reactants are: [CH3:1][Si:2]([CH3:6])([CH3:5])[CH2:3][Cl:4].[Mg].[CH3:8][SiH:9]([CH3:11])Cl. (3) Given the product [Cl:1][C:2]1[CH:3]=[C:4]([C:8]2[N:13]=[C:12]3[CH2:14][CH2:15][CH2:16][C:11]3=[C:10]([CH2:17][C:18]3[CH:19]=[CH:20][C:21]([C:24]([CH3:28])([CH3:29])[C:25]([NH2:36])=[O:27])=[CH:22][CH:23]=3)[CH:9]=2)[CH:5]=[CH:6][CH:7]=1, predict the reactants needed to synthesize it. The reactants are: [Cl:1][C:2]1[CH:3]=[C:4]([C:8]2[N:13]=[C:12]3[CH2:14][CH2:15][CH2:16][C:11]3=[C:10]([CH2:17][C:18]3[CH:23]=[CH:22][C:21]([C:24]([CH3:29])([CH3:28])[C:25]([OH:27])=O)=[CH:20][CH:19]=3)[CH:9]=2)[CH:5]=[CH:6][CH:7]=1.C(Cl)(=O)C(Cl)=O.[NH3:36].CO. (4) Given the product [F:13][C:4]1[CH:3]=[C:2]([C:21]2[CH:22]=[N:23][CH:24]=[C:19]([CH:20]=2)[C:17]([O:16][CH3:15])=[O:18])[CH:7]=[CH:6][C:5]=1[CH2:8][C:9]([F:12])([F:11])[F:10], predict the reactants needed to synthesize it. The reactants are: Br[C:2]1[CH:7]=[CH:6][C:5]([CH2:8][C:9]([F:12])([F:11])[F:10])=[C:4]([F:13])[CH:3]=1.Cl.[CH3:15][O:16][C:17]([C:19]1[CH:20]=[C:21](B(O)O)[CH:22]=[N:23][CH:24]=1)=[O:18].C(=O)([O-])[O-].[K+].[K+].[F-].[K+]. (5) Given the product [CH3:30][N:28]([CH3:29])[C:26]([C:25]1[CH:31]=[CH:32][C:22]([O:21][CH3:20])=[C:23]([CH2:33][CH2:34][N:1]2[CH2:2][CH2:3][CH:4]([N:7]3[C:15]4[C:10](=[CH:11][CH:12]=[C:13]([C:16]([NH:18][CH3:19])=[O:17])[CH:14]=4)[CH:9]=[CH:8]3)[CH2:5][CH2:6]2)[CH:24]=1)=[O:27], predict the reactants needed to synthesize it. The reactants are: [NH:1]1[CH2:6][CH2:5][CH:4]([N:7]2[C:15]3[C:10](=[CH:11][CH:12]=[C:13]([C:16]([NH:18][CH3:19])=[O:17])[CH:14]=3)[CH:9]=[CH:8]2)[CH2:3][CH2:2]1.[CH3:20][O:21][C:22]1[CH:32]=[CH:31][C:25]([C:26]([N:28]([CH3:30])[CH3:29])=[O:27])=[CH:24][C:23]=1[CH2:33][CH:34]=O.C(O[BH-](OC(=O)C)OC(=O)C)(=O)C.[Na+].C(=O)(O)[O-].[Na+]. (6) Given the product [CH3:40][O:41][CH2:3][CH2:1][O:4][CH2:31][CH:17]1[CH2:18][CH:19]([C:21]2[CH:26]=[CH:25][C:24]([C:27]([F:30])([F:29])[F:28])=[CH:23][CH:22]=2)[CH2:20][N:15]([C:13]([N:7]2[CH2:12][CH2:11][O:10][CH2:9][CH2:8]2)=[O:14])[CH2:16]1, predict the reactants needed to synthesize it. The reactants are: [CH:1]([OH:4])([CH3:3])C.[H-].[Na+].[N:7]1([C:13]([N:15]2[CH2:20][CH:19]([C:21]3[CH:26]=[CH:25][C:24]([C:27]([F:30])([F:29])[F:28])=[CH:23][CH:22]=3)[CH2:18][CH:17]([CH2:31]S([O-])(=O)=O)[CH2:16]2)=[O:14])[CH2:12][CH2:11][O:10][CH2:9][CH2:8]1.O.CN([CH:40]=[O:41])C. (7) Given the product [C:15]([SiH2:14][O:13][C:12]([CH3:20])([CH3:19])[C:10]1[CH:9]=[C:8]([CH2:21][OH:22])[CH:7]=[C:6]([N:2]([CH3:1])[CH3:23])[CH:11]=1)([CH3:18])([CH3:17])[CH3:16], predict the reactants needed to synthesize it. The reactants are: [C:1]([BH3-])#[N:2].[Na+].N[C:6]1[CH:7]=[C:8]([CH2:21][OH:22])[CH:9]=[C:10]([C:12]([CH3:20])([CH3:19])[O:13][SiH2:14][C:15]([CH3:18])([CH3:17])[CH3:16])[CH:11]=1.[CH2:23]=O.